From a dataset of Full USPTO retrosynthesis dataset with 1.9M reactions from patents (1976-2016). Predict the reactants needed to synthesize the given product. (1) Given the product [Cl:1][C:2]1[CH:7]=[CH:6][CH:5]=[C:4]([F:8])[C:3]=1[C:9]1[NH:10][C:11](=[O:22])[N:12]([C:14]2[CH:19]=[CH:18][C:17]([C:20]#[C:21][C:28]3[CH:29]=[C:24]([Cl:23])[CH:25]=[CH:26][C:27]=3[Cl:30])=[CH:16][CH:15]=2)[N:13]=1, predict the reactants needed to synthesize it. The reactants are: [Cl:1][C:2]1[CH:7]=[CH:6][CH:5]=[C:4]([F:8])[C:3]=1[C:9]1[NH:10][C:11](=[O:22])[N:12]([C:14]2[CH:19]=[CH:18][C:17]([C:20]#[CH:21])=[CH:16][CH:15]=2)[N:13]=1.[Cl:23][C:24]1[CH:29]=[CH:28][C:27]([Cl:30])=[CH:26][C:25]=1I.CCCC[N+](CCCC)(CCCC)CCCC.[F-]. (2) The reactants are: [S:1]1[CH:5]=[CH:4][CH:3]=[C:2]1[C:6]([N:8]1[CH2:15][CH2:14][CH2:13][C@H:9]1C(O)=O)=O.Br[C:17](=[CH:23][C:24]1[CH:29]=[CH:28][N:27]=[CH:26][CH:25]=1)[C:18]([O:20][CH2:21][CH3:22])=[O:19].C([O-])([O-])=O.[Na+].[Na+]. Given the product [S:1]1[CH:5]=[CH:4][CH:3]=[C:2]1[C:6]1[N:8]2[C:9]([CH2:13][CH2:14][CH2:15]2)=[C:17]([C:18]([O:20][CH2:21][CH3:22])=[O:19])[C:23]=1[C:24]1[CH:29]=[CH:28][N:27]=[CH:26][CH:25]=1, predict the reactants needed to synthesize it. (3) Given the product [F:22][C:20]1[CH:19]=[C:18]([F:23])[C:17]([CH:2]([C:3]([O:5][CH2:6][CH3:7])=[O:4])[C:1]([O:9][CH2:10][CH3:11])=[O:8])=[C:16]([O:15][CH3:14])[CH:21]=1, predict the reactants needed to synthesize it. The reactants are: [C:1]([O:9][CH2:10][CH3:11])(=[O:8])[CH2:2][C:3]([O:5][CH2:6][CH3:7])=[O:4].[H-].[Na+].[CH3:14][O:15][C:16]1[CH:21]=[C:20]([F:22])[CH:19]=[C:18]([F:23])[C:17]=1Br.Cl. (4) Given the product [CH3:1][O:2][C:3]1[CH:8]=[C:7]([O:9][CH2:10][CH2:11][S:12][CH3:13])[CH:6]=[CH:5][C:4]=1[NH2:14], predict the reactants needed to synthesize it. The reactants are: [CH3:1][O:2][C:3]1[CH:8]=[C:7]([O:9][CH2:10][CH2:11][S:12][CH3:13])[CH:6]=[CH:5][C:4]=1[N+:14]([O-])=O.[NH4+].[Cl-]. (5) Given the product [C:10]([C:9]1[N:4]([CH:1]([CH3:3])[CH3:2])[C:5]([CH3:6])=[N:7][CH:18]=1)(=[O:11])[C:12]1[CH:17]=[CH:16][CH:15]=[CH:14][CH:13]=1, predict the reactants needed to synthesize it. The reactants are: [CH:1]([NH:4][C:5](=[NH:7])[CH3:6])([CH3:3])[CH3:2].Br[C:9](=[CH:18]OC)[C:10]([C:12]1[CH:17]=[CH:16][CH:15]=[CH:14][CH:13]=1)=[O:11].C(N(CC)CC)C.S(=O)(=O)(O)O. (6) The reactants are: [CH2:1]([N:3]1[C:7]2=[N:8][C:9]([CH:26]([CH3:28])[CH3:27])=[C:10](/[CH:19]=[CH:20]/[C:21]([O:23][CH2:24][CH3:25])=[O:22])[C:11]([C:12]3[CH:13]=[N:14][CH:15]=[C:16]([CH3:18])[CH:17]=3)=[C:6]2[CH:5]=[N:4]1)[CH3:2]. Given the product [CH2:1]([N:3]1[C:7]2=[N:8][C:9]([CH:26]([CH3:28])[CH3:27])=[C:10]([CH2:19][CH2:20][C:21]([O:23][CH2:24][CH3:25])=[O:22])[C:11]([C:12]3[CH:13]=[N:14][CH:15]=[C:16]([CH3:18])[CH:17]=3)=[C:6]2[CH:5]=[N:4]1)[CH3:2], predict the reactants needed to synthesize it. (7) Given the product [ClH:1].[ClH:1].[F:2][C:3]1[CH:21]=[CH:20][CH:19]=[CH:18][C:4]=1[CH2:5][NH:6][NH2:7], predict the reactants needed to synthesize it. The reactants are: [ClH:1].[F:2][C:3]1[CH:21]=[CH:20][CH:19]=[CH:18][C:4]=1[CH2:5][N:6](C(OC(C)(C)C)=O)[N:7]=C(C)C. (8) Given the product [S:20]1[CH:21]=[CH:22][C:18]([C:17]([C:14]2[C:11]3[S:12][CH:13]=[C:9]([C:8]([C:5]4[CH:6]=[CH:7][S:3][CH:4]=4)([CH2:7][CH2:6][CH2:5][CH2:8][CH2:9][CH2:10][CH2:11][CH3:14])[CH2:23][CH2:24][CH2:25][CH2:26][CH2:27][CH2:28][CH2:29][CH3:30])[C:10]=3[S:16][CH:15]=2)([CH2:23][CH2:24][CH2:25][CH2:26][CH2:27][CH2:28][CH2:29][CH3:30])[CH2:23][CH2:24][CH2:25][CH2:26][CH2:27][CH2:28][CH2:29][CH3:30])=[CH:19]1, predict the reactants needed to synthesize it. The reactants are: [H-].[Na+].[S:3]1[CH:7]=[CH:6][C:5]([CH2:8][C:9]2[C:10]3[S:16][CH:15]=[C:14]([CH2:17][C:18]4[CH:22]=[CH:21][S:20][CH:19]=4)[C:11]=3[S:12][CH:13]=2)=[CH:4]1.[CH2:23](Br)[CH2:24][CH2:25][CH2:26][CH2:27][CH2:28][CH2:29][CH3:30].O.